Dataset: Peptide-MHC class I binding affinity with 185,985 pairs from IEDB/IMGT. Task: Regression. Given a peptide amino acid sequence and an MHC pseudo amino acid sequence, predict their binding affinity value. This is MHC class I binding data. (1) The peptide sequence is VEIFKHLVF. The MHC is HLA-B35:01 with pseudo-sequence HLA-B35:01. The binding affinity (normalized) is 0.0847. (2) The peptide sequence is MTKEASREY. The MHC is HLA-A01:01 with pseudo-sequence HLA-A01:01. The binding affinity (normalized) is 0.260. (3) The binding affinity (normalized) is 0.455. The peptide sequence is RTEILGLVK. The MHC is HLA-A03:01 with pseudo-sequence HLA-A03:01. (4) The peptide sequence is ITFLRPVLKA. The MHC is HLA-A02:02 with pseudo-sequence HLA-A02:02. The binding affinity (normalized) is 0.255.